Task: Predict the reactants needed to synthesize the given product.. Dataset: Full USPTO retrosynthesis dataset with 1.9M reactions from patents (1976-2016) (1) Given the product [CH:32]1([CH2:31][CH2:30][CH2:29][N:2]2[CH2:3][CH2:4][CH2:5][C:6]3[CH:11]=[C:10]([O:12][C:13]4[CH:21]=[CH:20][C:16]([C:17]([NH2:19])=[O:18])=[CH:15][N:14]=4)[CH:9]=[CH:8][C:7]=3[CH2:1]2)[CH2:37][CH2:36][CH2:35][CH2:34][CH2:33]1, predict the reactants needed to synthesize it. The reactants are: [CH2:1]1[C:7]2[CH:8]=[CH:9][C:10]([O:12][C:13]3[CH:21]=[CH:20][C:16]([C:17]([NH2:19])=[O:18])=[CH:15][N:14]=3)=[CH:11][C:6]=2[CH2:5][CH2:4][CH2:3][NH:2]1.C([O-])([O-])=O.[K+].[K+].Cl[CH2:29][CH2:30][CH2:31][CH:32]1[CH2:37][CH2:36][CH2:35][CH2:34][CH2:33]1.C(OCC)(=O)C. (2) Given the product [CH3:1][O:2][C:3]1[CH:4]=[C:5]([CH:17]=[CH:18][CH:19]=1)[O:6][CH2:7][CH2:8][N:9]1[CH:13]=[C:12]([NH2:14])[CH:11]=[N:10]1, predict the reactants needed to synthesize it. The reactants are: [CH3:1][O:2][C:3]1[CH:4]=[C:5]([CH:17]=[CH:18][CH:19]=1)[O:6][CH2:7][CH2:8][N:9]1[CH:13]=[C:12]([N+:14]([O-])=O)[CH:11]=[N:10]1. (3) Given the product [Br:22][C:8]1[N:4]2[CH:5]=[CH:6][N:7]=[C:2]([Cl:1])[C:3]2=[N:10][C:9]=1[C:11]([O:13][CH3:14])=[O:12], predict the reactants needed to synthesize it. The reactants are: [Cl:1][C:2]1[C:3]2[N:4]([CH:8]=[C:9]([C:11]([O:13][CH3:14])=[O:12])[N:10]=2)[CH:5]=[CH:6][N:7]=1.C1C(=O)N([Br:22])C(=O)C1.O. (4) Given the product [Cl:32][C:33]1[CH:38]=[C:37]([Sn:23]([CH2:19][CH2:20][CH2:21][CH3:22])([CH2:24][CH2:25][CH2:26][CH3:27])[CH2:28][CH2:29][CH2:30][CH3:31])[N:36]=[C:35]([CH3:40])[N:34]=1, predict the reactants needed to synthesize it. The reactants are: C([Li])CCC.CCCCCC.C(NC(C)C)(C)C.[CH2:19]([SnH:23]([CH2:28][CH2:29][CH2:30][CH3:31])[CH2:24][CH2:25][CH2:26][CH3:27])[CH2:20][CH2:21][CH3:22].[Cl:32][C:33]1[CH:38]=[C:37](Cl)[N:36]=[C:35]([CH3:40])[N:34]=1. (5) Given the product [NH2:39][C:36]1[CH:37]=[CH:38][C:33]([S:30]([C:27]2[CH:26]=[CH:25][C:24]([NH:23][C:21]([NH:20][C:16]3[CH:17]=[CH:18][CH:19]=[C:14]([C:13]([N:10]4[CH2:11][CH2:12][CH:7]([OH:6])[CH2:8][CH2:9]4)=[NH:42])[CH:15]=3)=[O:22])=[CH:29][CH:28]=2)(=[O:32])=[O:31])=[CH:34][CH:35]=1, predict the reactants needed to synthesize it. The reactants are: O.O.[Sn](Cl)Cl.[OH:6][CH:7]1[CH2:12][CH2:11][N:10]([C:13](=[NH:42])[C:14]2[CH:15]=[C:16]([NH:20][C:21]([NH:23][C:24]3[CH:29]=[CH:28][C:27]([S:30]([C:33]4[CH:38]=[CH:37][C:36]([N+:39]([O-])=O)=[CH:35][CH:34]=4)(=[O:32])=[O:31])=[CH:26][CH:25]=3)=[O:22])[CH:17]=[CH:18][CH:19]=2)[CH2:9][CH2:8]1. (6) Given the product [F:1][C:2]([F:17])([F:16])[C:3]([NH:5][CH2:6][CH2:7][CH2:8][C:9]1[CH:14]=[CH:13][C:12]([C:25]2[CH:26]=[CH:27][C:22]([C:20]([O:19][CH3:18])=[O:21])=[CH:23][CH:24]=2)=[CH:11][CH:10]=1)=[O:4], predict the reactants needed to synthesize it. The reactants are: [F:1][C:2]([F:17])([F:16])[C:3]([NH:5][CH2:6][CH2:7][CH2:8][C:9]1[CH:14]=[CH:13][C:12](I)=[CH:11][CH:10]=1)=[O:4].[CH3:18][O:19][C:20]([C:22]1[CH:27]=[CH:26][C:25](B(O)O)=[CH:24][CH:23]=1)=[O:21].C(=O)([O-])[O-].[Na+].[Na+]. (7) The reactants are: C1(P(=O)(C2C=CC=CC=2)C2C=CC=CC=2)C=CC=CC=1.FC(F)(F)S(OS(C(F)(F)F)(=O)=O)(=O)=O.C([S:43][CH:44]([CH:75]([O:78][CH3:79])[O:76][CH3:77])[CH2:45][NH:46][C:47]([C:49]1[NH:50][C:51]2[C:56]([CH:57]=1)=[CH:55][C:54]([O:58][C:59]1[CH:64]=[CH:63][C:62]([S:65]([CH3:68])(=[O:67])=[O:66])=[CH:61][CH:60]=1)=[CH:53][C:52]=2[O:69][CH:70]([CH3:74])[CH2:71][O:72][CH3:73])=O)C1C=CC=CC=1.C1(SC)C=CC=CC=1. Given the product [CH3:77][O:76][CH:75]([O:78][CH3:79])[CH:44]1[S:43][C:47]([C:49]2[NH:50][C:51]3[C:56]([CH:57]=2)=[CH:55][C:54]([O:58][C:59]2[CH:60]=[CH:61][C:62]([S:65]([CH3:68])(=[O:66])=[O:67])=[CH:63][CH:64]=2)=[CH:53][C:52]=3[O:69][CH:70]([CH3:74])[CH2:71][O:72][CH3:73])=[N:46][CH2:45]1, predict the reactants needed to synthesize it. (8) Given the product [C:14]([CH:15]([CH2:2][CH2:3][CH2:4][CH2:5][CH2:6][CH2:7][C:8]([O:10][CH2:11][CH3:12])=[O:9])[C:16]([O:18][CH2:19][CH3:20])=[O:17])(=[O:13])[CH3:21], predict the reactants needed to synthesize it. The reactants are: Br[CH2:2][CH2:3][CH2:4][CH2:5][CH2:6][CH2:7][C:8]([O:10][CH2:11][CH3:12])=[O:9].[O:13]=[C:14]([CH3:21])[CH2:15][C:16]([O:18][CH2:19][CH3:20])=[O:17].C(=O)([O-])[O-].[K+].[K+]. (9) Given the product [CH3:1][O:2][C:3](=[O:16])[CH2:4][O:5][C:6]1[CH:11]=[C:10]([CH3:12])[C:9]([S:13][CH2:18][C:19]2[S:23][C:22]([C:24]3[CH:25]=[CH:26][C:27]([C:30]([F:33])([F:31])[F:32])=[CH:28][CH:29]=3)=[N:21][C:20]=2[CH3:34])=[C:8]([O:14][CH3:15])[CH:7]=1, predict the reactants needed to synthesize it. The reactants are: [CH3:1][O:2][C:3](=[O:16])[CH2:4][O:5][C:6]1[CH:11]=[C:10]([CH3:12])[C:9]([SH:13])=[C:8]([O:14][CH3:15])[CH:7]=1.Cl[CH2:18][C:19]1[S:23][C:22]([C:24]2[CH:29]=[CH:28][C:27]([C:30]([F:33])([F:32])[F:31])=[CH:26][CH:25]=2)=[N:21][C:20]=1[CH3:34]. (10) The reactants are: [CH3:1][N:2]1[C:6]([C:7](Cl)=[O:8])=[C:5]([C:10]([F:13])([F:12])[F:11])[C:4]([C:14]([F:20])([F:19])[C:15]([F:18])([F:17])[F:16])=[N:3]1.[NH2:21][C:22]1[CH:23]=[CH:24][C:25]([Cl:32])=[C:26]([CH:31]=1)[C:27]([O:29][CH3:30])=[O:28]. Given the product [Cl:32][C:25]1[CH:24]=[CH:23][C:22]([NH:21][C:7]([C:6]2[N:2]([CH3:1])[N:3]=[C:4]([C:14]([F:19])([F:20])[C:15]([F:17])([F:18])[F:16])[C:5]=2[C:10]([F:12])([F:13])[F:11])=[O:8])=[CH:31][C:26]=1[C:27]([O:29][CH3:30])=[O:28], predict the reactants needed to synthesize it.